Predict the reactants needed to synthesize the given product. From a dataset of Full USPTO retrosynthesis dataset with 1.9M reactions from patents (1976-2016). (1) Given the product [F:2][C:3]1[CH:4]=[C:5]2[C:12](=[CH:13][CH:14]=1)[C:8]([CH2:9][CH2:10][NH2:11])=[CH:7][NH:6]2, predict the reactants needed to synthesize it. The reactants are: Cl.[F:2][C:3]1[CH:4]=[C:5]2[C:12](=[CH:13][CH:14]=1)[C:8]([CH2:9][CH2:10][NH2:11])=[CH:7][NH:6]2.[OH-].[Na+].ClCCl. (2) Given the product [Cl:1][C:2]1[C:10]2[N:6]([C:7]([CH2:14][CH2:15][O:16][CH3:17])=[CH:8][C:9]=2[C:11]([NH:48][CH2:49][C:50]2([OH:58])[CH2:55][CH2:54][CH2:53][C:52]([F:57])([F:56])[CH2:51]2)=[O:13])[CH:5]=[CH:4][CH:3]=1, predict the reactants needed to synthesize it. The reactants are: [Cl:1][C:2]1[C:10]2[N:6]([C:7]([CH2:14][CH2:15][O:16][CH3:17])=[CH:8][C:9]=2[C:11]([OH:13])=O)[CH:5]=[CH:4][CH:3]=1.C1C=CC2N(O)N=NC=2C=1.CCN=C=NCCCN(C)C.CCN(C(C)C)C(C)C.[NH2:48][CH2:49][C:50]1([OH:58])[CH2:55][CH2:54][CH2:53][C:52]([F:57])([F:56])[CH2:51]1. (3) Given the product [NH2:1][CH2:4][C:5]([C:7]1[CH:12]=[CH:11][C:10]([O:13][CH3:14])=[CH:9][C:8]=1[F:15])=[O:6], predict the reactants needed to synthesize it. The reactants are: [N:1]([CH2:4][C:5]([C:7]1[CH:12]=[CH:11][C:10]([O:13][CH3:14])=[CH:9][C:8]=1[F:15])=[O:6])=[N+]=[N-].C1(P(C2C=CC=CC=2)C2C=CC=CC=2)C=CC=CC=1.C1(C)C=CC(S(O)(=O)=O)=CC=1. (4) Given the product [F:17][CH:13]([F:18])[O:1][C:2]1[N:7]=[C:6]([C:8]([O:10][CH3:11])=[O:9])[CH:5]=[CH:4][CH:3]=1, predict the reactants needed to synthesize it. The reactants are: [OH:1][C:2]1[N:7]=[C:6]([C:8]([O:10][CH3:11])=[O:9])[CH:5]=[CH:4][CH:3]=1.Cl[C:13]([F:18])([F:17])C([O-])=O.[Na+]. (5) Given the product [Cl:32][C:33]1[CH:34]=[C:35]([CH:39]=[CH:40][CH:41]=1)[C:36]([NH:10][C:8]1[S:9][C:5]2[CH:4]=[C:3]([O:2][CH3:1])[CH:12]=[CH:11][C:6]=2[N:7]=1)=[O:37], predict the reactants needed to synthesize it. The reactants are: [CH3:1][O:2][C:3]1[CH:12]=[CH:11][C:6]2[N:7]=[C:8]([NH2:10])[S:9][C:5]=2[CH:4]=1.C(N(C(C)C)CC)(C)C.CNC1(NC)C=CN=CC1.[Cl:32][C:33]1[CH:34]=[C:35]([CH:39]=[CH:40][CH:41]=1)[C:36](Cl)=[O:37]. (6) Given the product [CH3:33][N:31]1[CH:32]=[C:28]([C:25]2[CH:26]=[C:27]3[C:19]([C:12]4[C:13]5[C:14](=[CH:15][N:16]=[CH:17][CH:18]=5)[NH:10][CH:11]=4)=[CH:20][NH:21][C:22]3=[N:23][CH:24]=2)[CH:29]=[N:30]1, predict the reactants needed to synthesize it. The reactants are: C1(S([N:10]2[C:14]3=[CH:15][N:16]=[CH:17][CH:18]=[C:13]3[C:12]([C:19]3[C:27]4[C:22](=[N:23][CH:24]=[C:25]([C:28]5[CH:29]=[N:30][N:31]([CH3:33])[CH:32]=5)[CH:26]=4)[NH:21][CH:20]=3)=[CH:11]2)(=O)=O)C=CC=CC=1.C(=O)([O-])[O-].[Cs+].[Cs+].